This data is from Catalyst prediction with 721,799 reactions and 888 catalyst types from USPTO. The task is: Predict which catalyst facilitates the given reaction. (1) Reactant: [CH2:1]=[CH:2][C:3]1[CH:8]=[CH:7][CH:6]=[CH:5][CH:4]=1.[K].CC(C(C(C(S)(C)C)(C)C)(C)C)C.[C:23](#[N:26])[CH:24]=[CH2:25].[O-]P(OP([O-])([O-])=O)(=O)[O-].[Na+].[Na+].[Na+].[Na+].O=C[C@@H]([C@H]([C@@H]([C@@H](CO)O)O)O)O.[O-]O.C1(C(C)C)C=CC=CC=1.C(C1C=C(CC)C=C(C(C)(C)C)C=1O)C1C=C(CC)C=C(C(C)(C)C)C=1O.S(=O)(=O)(O)O. Product: [CH:1]([CH:25]=[CH:24][C:23]#[N:26])=[CH:2][C:3]1[CH:8]=[CH:7][CH:6]=[CH:5][CH:4]=1. The catalyst class is: 6. (2) Reactant: [Cl:1][C:2]1[CH:12]=[CH:11][CH:10]=[CH:9][C:3]=1[CH2:4][NH:5][CH:6]([CH3:8])[CH3:7].[Cl:13][C:14]1[N:18]([CH2:19][C:20]2[CH:25]=[C:24]([Cl:26])[CH:23]=[C:22]([Cl:27])[CH:21]=2)[N:17]=[N:16][C:15]=1[C:28](O)=[O:29].CCN=C=NCCCN(C)C.C1C=NC2N(O)N=NC=2C=1.CCN(C(C)C)C(C)C. Product: [Cl:1][C:2]1[CH:12]=[CH:11][CH:10]=[CH:9][C:3]=1[CH2:4][N:5]([CH:6]([CH3:8])[CH3:7])[C:28]([C:15]1[N:16]=[N:17][N:18]([CH2:19][C:20]2[CH:25]=[C:24]([Cl:26])[CH:23]=[C:22]([Cl:27])[CH:21]=2)[C:14]=1[Cl:13])=[O:29]. The catalyst class is: 3. (3) Reactant: Br[C:2]1[CH:11]=[C:10]2[C:5]([C:6]([Cl:15])=[C:7]([C:12]([NH2:14])=[O:13])[CH:8]=[N:9]2)=[CH:4][CH:3]=1.[CH3:16][O:17][C:18]1[N:23]=[C:22]([O:24][CH3:25])[C:21](B(O)O)=[CH:20][N:19]=1.C(=O)([O-])[O-].[K+].[K+]. Product: [CH3:16][O:17][C:18]1[N:23]=[C:22]([O:24][CH3:25])[C:21]([C:2]2[CH:11]=[C:10]3[C:5]([C:6]([Cl:15])=[C:7]([C:12]([NH2:14])=[O:13])[CH:8]=[N:9]3)=[CH:4][CH:3]=2)=[CH:20][N:19]=1. The catalyst class is: 70. (4) Reactant: [CH3:1][O:2][C:3]1[CH:4]=[C:5]([CH:28]=[CH:29][C:30]=1[C:31]1[NH:35][C:34](=[O:36])[O:33][N:32]=1)[O:6][CH2:7][C:8]1[S:12][C:11]([C:13]2[CH:18]=[CH:17][C:16]([C:19]([F:22])([F:21])[F:20])=[CH:15][CH:14]=2)=[N:10][C:9]=1[CH2:23][O:24]C(=O)C.[OH-].[Li+]. Product: [OH:24][CH2:23][C:9]1[N:10]=[C:11]([C:13]2[CH:18]=[CH:17][C:16]([C:19]([F:20])([F:21])[F:22])=[CH:15][CH:14]=2)[S:12][C:8]=1[CH2:7][O:6][C:5]1[CH:28]=[CH:29][C:30]([C:31]2[NH:35][C:34](=[O:36])[O:33][N:32]=2)=[C:3]([O:2][CH3:1])[CH:4]=1. The catalyst class is: 5. (5) Reactant: C(NC(C)C)(C)C.C([Li])CCC.[Cl:13][C:14]1[CH:19]=[CH:18][C:17]([Cl:20])=[CH:16][N:15]=1.[F:21][C:22]1[CH:29]=[CH:28][C:27]([F:30])=[CH:26][C:23]=1[CH:24]=[O:25].[Cl-].[NH4+]. Product: [Cl:13][C:14]1[CH:19]=[C:18]([CH:24]([C:23]2[CH:26]=[C:27]([F:30])[CH:28]=[CH:29][C:22]=2[F:21])[OH:25])[C:17]([Cl:20])=[CH:16][N:15]=1. The catalyst class is: 362. (6) Reactant: [OH-].[Na+].Cl.[CH3:4][NH2:5].O=C1[NH:12][C:11]2[C:13]([C:17](O)=[O:18])=[CH:14][CH:15]=[CH:16][C:10]=2[C:9](=[O:20])[O:8]1.Cl. Product: [NH2:12][C:11]1[C:13]([C:17](=[O:18])[NH:5][CH3:4])=[CH:14][CH:15]=[CH:16][C:10]=1[C:9]([OH:8])=[O:20]. The catalyst class is: 6. (7) Reactant: [CH3:1][O:2][C:3]1[CH:8]=[CH:7][C:6]([P:9](Cl)(Cl)=[O:10])=[CH:5][CH:4]=1.[CH2:13]1[CH2:17]OCC1.[CH:18]([Mg]Br)=[CH2:19]. Product: [CH3:1][O:2][C:3]1[CH:8]=[CH:7][C:6]([P:9](=[O:10])([CH:18]=[CH2:19])[CH:13]=[CH2:17])=[CH:5][CH:4]=1. The catalyst class is: 28.